From a dataset of Reaction yield outcomes from USPTO patents with 853,638 reactions. Predict the reaction yield, written as a fraction of the theoretical maximum amount of product (1.0 means a 100% yield; for example, 0.34 means a 34% yield). (1) The reactants are [Br:1][C:2]1[CH:3]=[C:4]([C:8]#[C:9][C:10]2[CH:11]=[CH:12][C:13]3[O:17][CH2:16][CH2:15][C:14]=3[CH:18]=2)[CH:5]=[CH:6][CH:7]=1.[OH2:19].CS(C)=[O:22]. The catalyst is [Pd](Cl)Cl. The product is [Br:1][C:2]1[CH:3]=[C:4]([C:8](=[O:22])[C:9]([C:10]2[CH:11]=[CH:12][C:13]3[O:17][CH2:16][CH2:15][C:14]=3[CH:18]=2)=[O:19])[CH:5]=[CH:6][CH:7]=1. The yield is 0.740. (2) The reactants are [N+:1]([O:4][CH2:5][CH2:6][CH2:7][CH2:8][C:9]([OH:11])=O)([O-:3])=[O:2].C([N:14](CC)CC)C.ClC(OCC)=O.N.S([O-])([O-])(=O)=O.[Na+].[Na+]. The catalyst is ClCCl. The product is [N+:1]([O:4][CH2:5][CH2:6][CH2:7][CH2:8][C:9]([NH2:14])=[O:11])([O-:3])=[O:2]. The yield is 0.850. (3) The reactants are I[C:2]1[C:10]2[C:5](=[N:6][CH:7]=[C:8]([C:11]3[CH:12]=[C:13]([O:17]S(C4C=CC(C)=CC=4)(=O)=O)[CH:14]=[CH:15][CH:16]=3)[CH:9]=2)[N:4](S(C2C=CC(C)=CC=2)(=O)=O)[CH:3]=1.C1(C)C=CC=CC=1P(C1C=CC=CC=1C)C1C=CC=CC=1C.C(N(CC)CC)C.[CH:67]([C:69]1[CH:74]=[CH:73][CH:72]=[CH:71][N:70]=1)=[CH2:68]. The catalyst is C([O-])(=O)C.[Pd+2].C([O-])(=O)C.CN(C=O)C. The product is [N:70]1[CH:71]=[CH:72][CH:73]=[CH:74][C:69]=1[CH:67]=[CH:68][C:2]1[C:10]2[C:5](=[N:6][CH:7]=[C:8]([C:11]3[CH:12]=[C:13]([OH:17])[CH:14]=[CH:15][CH:16]=3)[CH:9]=2)[NH:4][CH:3]=1. The yield is 0.350. (4) The reactants are Br[CH2:2]/[CH:3]=[CH:4]/[C:5]([O:7][CH3:8])=[O:6].C(=O)([O-])[O-].[K+].[K+].[CH:15]1([NH2:19])[CH2:18][CH2:17][CH2:16]1. The catalyst is C1COCC1. The product is [CH:15]1([NH:19][CH2:2]/[CH:3]=[CH:4]/[C:5]([O:7][CH3:8])=[O:6])[CH2:18][CH2:17][CH2:16]1. The yield is 0.330. (5) The reactants are Br[C:2]1[CH:7]=[CH:6][C:5]([CH2:8][O:9][CH2:10][CH2:11][CH2:12][CH3:13])=[CH:4][CH:3]=1.C([Li])CCC.CN(C)[CH:21]=[O:22]. The catalyst is O1CCCC1. The product is [CH2:10]([O:9][CH2:8][C:5]1[CH:6]=[CH:7][C:2]([CH:21]=[O:22])=[CH:3][CH:4]=1)[CH2:11][CH2:12][CH3:13]. The yield is 0.810. (6) The reactants are [CH2:1]([O:8][C:9]1[CH:10]=[C:11]([C:17]([C:19]2[CH:24]=[CH:23][C:22]([O:25][CH3:26])=[C:21]([O:27]CC)[CH:20]=2)=[O:18])[CH:12]=[CH:13][C:14]=1[O:15][CH3:16])[C:2]1C=CC=CC=1. The catalyst is C(O)C.[Pd]. The product is [CH2:1]([O:8][C:9]1[CH:10]=[C:11]([C:17]([C:19]2[CH:24]=[CH:23][C:22]([O:25][CH3:26])=[C:21]([OH:27])[CH:20]=2)=[O:18])[CH:12]=[CH:13][C:14]=1[O:15][CH3:16])[CH3:2]. The yield is 0.940. (7) The reactants are [CH3:1][O:2][C:3](=[O:32])/[CH:4]=[CH:5]/[C:6]1[CH:11]=[CH:10][C:9]([CH2:12][N:13]2[CH2:18][CH2:17][CH2:16][CH:15]([C:19]3[C:27]4[C:22](=[CH:23][CH:24]=[CH:25][CH:26]=4)[NH:21][C:20]=3[C:28]([CH3:30])=[CH2:29])[CH2:14]2)=[C:8]([F:31])[CH:7]=1. The catalyst is [Pd].CO. The product is [CH3:1][O:2][C:3](=[O:32])[CH2:4][CH2:5][C:6]1[CH:11]=[CH:10][C:9]([CH2:12][N:13]2[CH2:18][CH2:17][CH2:16][CH:15]([C:19]3[C:27]4[C:22](=[CH:23][CH:24]=[CH:25][CH:26]=4)[NH:21][C:20]=3[CH:28]([CH3:29])[CH3:30])[CH2:14]2)=[C:8]([F:31])[CH:7]=1. The yield is 0.380. (8) The reactants are [N+:1]([C:4]1[C:5]([O:22][CH3:23])=[N:6][C:7]([NH:12][CH2:13][CH2:14][S:15]([NH:18][CH:19]([CH3:21])[CH3:20])(=[O:17])=[O:16])=[N:8][C:9]=1[O:10][CH3:11])([O-])=O.C([O-])=O.[NH4+]. The catalyst is C(O)C.[OH-].[Pd+2].[OH-]. The product is [NH2:1][C:4]1[C:9]([O:10][CH3:11])=[N:8][C:7]([NH:12][CH2:13][CH2:14][S:15]([NH:18][CH:19]([CH3:20])[CH3:21])(=[O:17])=[O:16])=[N:6][C:5]=1[O:22][CH3:23]. The yield is 0.860. (9) The reactants are [CH3:1][C@:2]12[C@@:19]3([CH3:20])[C@@H:10]([C@:11]4([CH3:32])[C@@H:16]([CH2:17][CH2:18]3)[C:15]([CH3:22])([CH3:21])[C:14]([C:23]3[CH:31]=[CH:30][C:26]([C:27]([OH:29])=[O:28])=[CH:25][CH:24]=3)=[CH:13][CH2:12]4)[CH2:9][CH2:8][C@@H:7]1[C@H:6]1[C@H:33]([C:36]([CH3:38])=[CH2:37])[CH2:34][CH2:35][C@:5]1([NH:39][CH2:40][CH2:41][NH:42][C:43]1[N:44]=N[C:46]([CH3:49])=[CH:47][CH:48]=1)[CH2:4][CH2:3]2.BrC1C=C[C:54]([S:57]C)=CN=1.C(O)(C(F)(F)F)=O. No catalyst specified. The product is [CH3:1][C@:2]12[C@@:19]3([CH3:20])[C@@H:10]([C@:11]4([CH3:32])[C@@H:16]([CH2:17][CH2:18]3)[C:15]([CH3:21])([CH3:22])[C:14]([C:23]3[CH:31]=[CH:30][C:26]([C:27]([OH:29])=[O:28])=[CH:25][CH:24]=3)=[CH:13][CH2:12]4)[CH2:9][CH2:8][C@@H:7]1[C@H:6]1[C@H:33]([C:36]([CH3:38])=[CH2:37])[CH2:34][CH2:35][C@:5]1([NH:39][CH2:40][CH2:41][NH:42][C:43]1[CH:48]=[CH:47][C:46]([S:57][CH3:54])=[CH:49][N:44]=1)[CH2:4][CH2:3]2. The yield is 0.0590. (10) The reactants are C([O:8][C:9]1[CH:14]=[C:13]([N:15]2[CH2:20][CH2:19][N:18](CC3C=CC=CC=3)[CH2:17][CH2:16]2)[C:12]([O:28][CH3:29])=[CH:11][C:10]=1[C:30]([OH:33])([CH3:32])[CH3:31])C1C=CC=CC=1. The catalyst is CCO. The product is [OH:33][C:30]([C:10]1[CH:11]=[C:12]([O:28][CH3:29])[C:13]([N:15]2[CH2:16][CH2:17][NH:18][CH2:19][CH2:20]2)=[CH:14][C:9]=1[OH:8])([CH3:31])[CH3:32]. The yield is 0.920.